Task: Predict the product of the given reaction.. Dataset: Forward reaction prediction with 1.9M reactions from USPTO patents (1976-2016) (1) Given the reactants [OH:1][Si:2]([CH3:13])([CH3:12])[C:3]1[CH:4]=[C:5]([CH:9]=[CH:10][CH:11]=1)[C:6]([OH:8])=O.CCN=C=NCCCN(C)C.[NH2:25][CH2:26][CH2:27][NH:28][C:29](=[O:55])[CH2:30][C@@H:31]1[N:37]=[C:36]([C:38]2[CH:43]=[CH:42][C:41]([Cl:44])=[CH:40][CH:39]=2)[C:35]2[CH:45]=[C:46]([O:49][CH3:50])[CH:47]=[CH:48][C:34]=2[N:33]2[C:51]([CH3:54])=[N:52][N:53]=[C:32]12, predict the reaction product. The product is: [Cl:44][C:41]1[CH:42]=[CH:43][C:38]([C:36]2[C:35]3[CH:45]=[C:46]([O:49][CH3:50])[CH:47]=[CH:48][C:34]=3[N:33]3[C:51]([CH3:54])=[N:52][N:53]=[C:32]3[C@H:31]([CH2:30][C:29]([NH:28][CH2:27][CH2:26][NH:25][C:6](=[O:8])[C:5]3[CH:9]=[CH:10][CH:11]=[C:3]([Si:2]([OH:1])([CH3:13])[CH3:12])[CH:4]=3)=[O:55])[N:37]=2)=[CH:39][CH:40]=1. (2) Given the reactants [NH:1]1[CH2:5][CH2:4][CH2:3][C@H:2]1[CH2:6][O:7][C:8]1[CH:17]=[CH:16][C:11]([C:12]([O:14][CH3:15])=[O:13])=[CH:10][C:9]=1[C:18]([O:20][CH3:21])=[O:19].[CH3:22][O:23][C:24]1[CH:25]=[C:26]([CH2:41][C:42](O)=[O:43])[CH:27]=[CH:28][C:29]=1[NH:30][C:31]([NH:33][C:34]1[CH:39]=[CH:38][CH:37]=[CH:36][C:35]=1[CH3:40])=[O:32].CCN(CC)CC, predict the reaction product. The product is: [CH3:22][O:23][C:24]1[CH:25]=[C:26]([CH2:41][C:42]([N:1]2[CH2:5][CH2:4][CH2:3][C@H:2]2[CH2:6][O:7][C:8]2[CH:17]=[CH:16][C:11]([C:12]([O:14][CH3:15])=[O:13])=[CH:10][C:9]=2[C:18]([O:20][CH3:21])=[O:19])=[O:43])[CH:27]=[CH:28][C:29]=1[NH:30][C:31]([NH:33][C:34]1[CH:39]=[CH:38][CH:37]=[CH:36][C:35]=1[CH3:40])=[O:32]. (3) Given the reactants [NH2:1][C:2]1[C:3](=[O:19])[N:4]([CH3:18])[CH2:5][C:6]([CH3:17])([C:8]2[CH:13]=[CH:12][CH:11]=[C:10]([N+:14]([O-])=O)[CH:9]=2)[N:7]=1, predict the reaction product. The product is: [NH2:1][C:2]1[C:3](=[O:19])[N:4]([CH3:18])[CH2:5][C:6]([C:8]2[CH:13]=[CH:12][CH:11]=[C:10]([NH2:14])[CH:9]=2)([CH3:17])[N:7]=1.